From a dataset of Full USPTO retrosynthesis dataset with 1.9M reactions from patents (1976-2016). Predict the reactants needed to synthesize the given product. (1) The reactants are: [H-].[H-].[H-].[H-].[Li+].[Al+3].CN(OC)[C:9]([C@@H:11]([NH:14][C:15](=[O:21])[O:16][C:17]([CH3:20])([CH3:19])[CH3:18])[CH2:12][CH3:13])=[O:10]. Given the product [CH:9]([C@@H:11]([NH:14][C:15](=[O:21])[O:16][C:17]([CH3:20])([CH3:19])[CH3:18])[CH2:12][CH3:13])=[O:10], predict the reactants needed to synthesize it. (2) Given the product [CH:1]1([CH2:4][C@@:5]([OH:32])([CH3:31])[C@@H:6]([NH:8][C:9]([C:11]2[C:19]3[C:14](=[N:15][CH:16]=[C:17]([CH:20]4[CH2:21][CH2:22]4)[N:18]=3)[NH:13][CH:12]=2)=[O:10])[CH3:7])[CH2:3][CH2:2]1, predict the reactants needed to synthesize it. The reactants are: [CH:1]1([CH2:4][C@@:5]([OH:32])([CH3:31])[C@@H:6]([NH:8][C:9]([C:11]2[C:19]3[C:14](=[N:15][CH:16]=[C:17]([CH:20]4[CH2:22][CH2:21]4)[N:18]=3)[N:13](COCC[Si](C)(C)C)[CH:12]=2)=[O:10])[CH3:7])[CH2:3][CH2:2]1.O[C@@](C)(CC)[C@@H](NC(C1C2C(=NC=C(C3CC3)N=2)N(COCC[Si](C)(C)C)C=1)=O)C. (3) Given the product [CH3:39][O:30][C:29]([C:25]1[CH:26]=[C:27]([CH3:28])[C:18]2[O:17][C:16]3[C:32]([Cl:34])=[CH:33][C:13]([NH:12][CH2:11][C:1]4[CH:6]=[N:36][CH:35]=[CH:3][CH:2]=4)=[CH:14][C:15]=3[CH2:21][S:20](=[O:22])(=[O:23])[C:19]=2[CH:24]=1)=[O:31], predict the reactants needed to synthesize it. The reactants are: [C:1]1([CH3:11])[CH:6]=CC(S(O)(=O)=O)=[CH:3][CH:2]=1.[NH2:12][C:13]1[CH:33]=[C:32]([Cl:34])[C:16]2[O:17][C:18]3[C:27]([CH3:28])=[CH:26][C:25]([C:29]([OH:31])=[O:30])=[CH:24][C:19]=3[S:20](=[O:23])(=[O:22])[CH2:21][C:15]=2[CH:14]=1.[C:35]([BH3-])#[N:36].[Na+].[C:39](=O)(O)[O-].[Na+]. (4) Given the product [C:18]([C:21]1[S:25][C:24]([N:26]2[CH2:30][CH2:29][N:28]([CH2:14][C:13]3[CH:16]=[CH:17][C:10]([F:9])=[CH:11][CH:12]=3)[C:27]2=[O:31])=[N:23][C:22]=1[CH3:32])(=[O:20])[CH3:19], predict the reactants needed to synthesize it. The reactants are: C(Br)C1C=CC=CC=1.[F:9][C:10]1[CH:17]=[CH:16][C:13]([CH2:14]Br)=[CH:12][CH:11]=1.[C:18]([C:21]1[S:25][C:24]([N:26]2[CH2:30][CH2:29][NH:28][C:27]2=[O:31])=[N:23][C:22]=1[CH3:32])(=[O:20])[CH3:19].